Dataset: Reaction yield outcomes from USPTO patents with 853,638 reactions. Task: Predict the reaction yield, written as a fraction of the theoretical maximum amount of product (1.0 means a 100% yield; for example, 0.34 means a 34% yield). (1) The reactants are C[O:2][C:3]([C:5]1[S:14][C:8]2=[N:9][C:10]([CH3:13])=[CH:11][CH:12]=[C:7]2[C:6]=1[O:15][CH2:16][C:17]([O:19]C(C)(C)C)=[O:18])=[O:4].[Li+].[OH-]. The catalyst is C1COCC1.O. The product is [C:17]([CH2:16][O:15][C:6]1[C:7]2[C:8](=[N:9][C:10]([CH3:13])=[CH:11][CH:12]=2)[S:14][C:5]=1[C:3]([OH:4])=[O:2])([OH:19])=[O:18]. The yield is 0.470. (2) The reactants are [CH2:1]([O:8][C:9]1[CH:10]=[C:11]([CH2:15]O)[CH:12]=[N:13][CH:14]=1)[C:2]1[CH:7]=[CH:6][CH:5]=[CH:4][CH:3]=1.C1C=CC(P([N:31]=[N+:32]=[N-:33])(C2C=CC=CC=2)=O)=CC=1.N12CCCN=C1CCCCC2. The catalyst is C1(C)C=CC=CC=1. The product is [N:31]([CH2:15][C:11]1[CH:12]=[N:13][CH:14]=[C:9]([O:8][CH2:1][C:2]2[CH:7]=[CH:6][CH:5]=[CH:4][CH:3]=2)[CH:10]=1)=[N+:32]=[N-:33]. The yield is 0.650.